From a dataset of Full USPTO retrosynthesis dataset with 1.9M reactions from patents (1976-2016). Predict the reactants needed to synthesize the given product. (1) Given the product [CH:7]1[C:6]([C:4]([OH:5])=[O:3])=[CH:11][CH:10]=[C:9]([NH2:12])[CH:8]=1, predict the reactants needed to synthesize it. The reactants are: CC[O:3][C:4]([C:6]1[CH:11]=[CH:10][C:9]([NH2:12])=[CH:8][CH:7]=1)=[O:5].CCOC(C1C=CC(N(CC(O)C)CC(O)C)=CC=1)=O.CCCCC(COC(C1C=CC(N(C)C)=CC=1)=O)CC.C1C(C(OCC(O)CO)=O)=CC=C(N)C=1.CCOC(C1C=CC(N(CCO)CCO)=CC=1)=O. (2) Given the product [NH2:17][C:15]1[S:16][CH:2]=[C:3]([C:5]2[CH:6]=[C:7]([CH:11]=[CH:12][CH:13]=2)[C:8]([OH:10])=[O:9])[N:14]=1, predict the reactants needed to synthesize it. The reactants are: Br[CH2:2][C:3]([C:5]1[CH:6]=[C:7]([CH:11]=[CH:12][CH:13]=1)[C:8]([OH:10])=[O:9])=O.[NH2:14][C:15]([NH2:17])=[S:16]. (3) Given the product [CH3:3][C:2]([C:4]1[CH:9]=[CH:8][CH:7]=[CH:6][CH:5]=1)=[CH2:1].[C:10]([C:14]1[CH:15]=[CH:16][C:17]([C:18]([CH3:20])=[CH2:19])=[CH:21][CH:22]=1)([CH3:13])([CH3:11])[CH3:12], predict the reactants needed to synthesize it. The reactants are: [CH3:1][C:2]([C:4]1[CH:9]=[CH:8][CH:7]=[CH:6][CH:5]=1)=[CH2:3].[C:10]([C:14]1[CH:22]=[CH:21][C:17]([C:18]([CH3:20])=[CH2:19])=[CH:16][CH:15]=1)([CH3:13])([CH3:12])[CH3:11]. (4) Given the product [Cl:1][C:2]1[CH:12]=[CH:11][CH:10]=[CH:9][C:3]=1[O:4][CH2:5][C:6](=[N:14][OH:15])[CH3:8], predict the reactants needed to synthesize it. The reactants are: [Cl:1][C:2]1[CH:12]=[CH:11][CH:10]=[CH:9][C:3]=1[O:4][CH2:5][C:6]([CH3:8])=O.Cl.[NH2:14][OH:15]. (5) Given the product [O:11]1[CH2:12][CH:9]([N:7]2[CH:8]=[C:4]([NH2:1])[CH:5]=[N:6]2)[CH2:10]1, predict the reactants needed to synthesize it. The reactants are: [N+:1]([C:4]1[CH:5]=[N:6][N:7]([CH:9]2[CH2:12][O:11][CH2:10]2)[CH:8]=1)([O-])=O.